Task: Predict the product of the given reaction.. Dataset: Forward reaction prediction with 1.9M reactions from USPTO patents (1976-2016) (1) Given the reactants [Cl:1][C:2]1[CH:9]=[CH:8][C:5]([CH:6]=O)=[CH:4][CH:3]=1.[C:10]([O:18][CH2:19][CH3:20])(=[O:17])[CH2:11][C:12]([O:14][CH2:15][CH3:16])=[O:13].N1CCCCC1.C(O)(=O)C, predict the reaction product. The product is: [Cl:1][C:2]1[CH:9]=[CH:8][C:5]([CH:6]=[C:11]([C:12]([O:14][CH2:15][CH3:16])=[O:13])[C:10]([O:18][CH2:19][CH3:20])=[O:17])=[CH:4][CH:3]=1. (2) Given the reactants [NH2:1][C:2]1[C:3]([Cl:12])=[C:4]([CH:9]=[CH:10][CH:11]=1)[C:5]([O:7][CH3:8])=[O:6].N1C=CC=CC=1.[F:19][C:20]1[CH:25]=[CH:24][CH:23]=[C:22]([F:26])[C:21]=1[S:27](Cl)(=[O:29])=[O:28], predict the reaction product. The product is: [Cl:12][C:3]1[C:2]([NH:1][S:27]([C:21]2[C:22]([F:26])=[CH:23][CH:24]=[CH:25][C:20]=2[F:19])(=[O:29])=[O:28])=[CH:11][CH:10]=[CH:9][C:4]=1[C:5]([O:7][CH3:8])=[O:6]. (3) Given the reactants [F:1][C:2]1[CH:11]=[C:10]2[C:5]([C:6](=O)[NH:7][C:8]([N:12]3[CH:16]=[C:15]([C:17]([O:19]CC)=[O:18])[CH:14]=[N:13]3)=[N:9]2)=[CH:4][C:3]=1[CH:23]([CH3:25])[CH3:24].[CH3:26][NH:27][CH2:28][CH3:29], predict the reaction product. The product is: [CH2:28]([N:27]([CH3:26])[C:6]1[C:5]2[C:10](=[CH:11][C:2]([F:1])=[C:3]([CH:23]([CH3:25])[CH3:24])[CH:4]=2)[N:9]=[C:8]([N:12]2[CH:16]=[C:15]([C:17]([OH:19])=[O:18])[CH:14]=[N:13]2)[N:7]=1)[CH3:29]. (4) Given the reactants [OH:1][CH:2]1[CH2:7][CH2:6][N:5]([C:8]([O:10][C:11]([CH3:14])([CH3:13])[CH3:12])=[O:9])[CH2:4][CH2:3]1.[CH2:15]([O:22][C:23]1[CH:28]=[CH:27][C:26](O)=[CH:25][CH:24]=1)[C:16]1[CH:21]=[CH:20][CH:19]=[CH:18][CH:17]=1.C1(P(C2C=CC=CC=2)C2C=CC=CC=2)C=CC=CC=1, predict the reaction product. The product is: [CH2:15]([O:22][C:23]1[CH:28]=[CH:27][C:26]([O:1][CH:2]2[CH2:3][CH2:4][N:5]([C:8]([O:10][C:11]([CH3:14])([CH3:13])[CH3:12])=[O:9])[CH2:6][CH2:7]2)=[CH:25][CH:24]=1)[C:16]1[CH:21]=[CH:20][CH:19]=[CH:18][CH:17]=1. (5) Given the reactants C(=O)(O)[O-].[Na+].[S-2].[Na+].[Na+].[N+:9]([C:12]1[CH:13]=[C:14]([O:21][CH3:22])[CH:15]=[C:16]([N+:18]([O-])=O)[CH:17]=1)([O-:11])=[O:10], predict the reaction product. The product is: [CH3:22][O:21][C:14]1[CH:15]=[C:16]([NH2:18])[CH:17]=[C:12]([N+:9]([O-:11])=[O:10])[CH:13]=1. (6) The product is: [N:1]1([C:7](=[O:16])[CH2:8][CH2:9][CH2:10][CH2:11][C:12]([OH:14])=[O:13])[CH2:2][CH2:3][O:4][CH2:5][CH2:6]1. Given the reactants [N:1]1([C:7](=[O:16])[CH2:8][CH2:9][CH2:10][CH2:11][C:12]([O:14]C)=[O:13])[CH2:6][CH2:5][O:4][CH2:3][CH2:2]1.[OH-].[Na+], predict the reaction product. (7) Given the reactants C(OC([N:8]1[CH2:13][CH2:12][CH:11]([N:14]2[CH:18]=[C:17]([C:19]3[CH:24]=[CH:23][N:22]=[CH:21][CH:20]=3)[C:16]([C:25]3[CH:30]=[CH:29][CH:28]=[C:27]([NH:31][C:32]([NH:34][C:35]4[CH:40]=[CH:39][C:38]([C:41]([F:44])([F:43])[F:42])=[CH:37][CH:36]=4)=[O:33])[CH:26]=3)=[N:15]2)[CH2:10][CH2:9]1)=O)(C)(C)C, predict the reaction product. The product is: [NH:8]1[CH2:9][CH2:10][CH:11]([N:14]2[CH:18]=[C:17]([C:19]3[CH:20]=[CH:21][N:22]=[CH:23][CH:24]=3)[C:16]([C:25]3[CH:26]=[C:27]([NH:31][C:32]([NH:34][C:35]4[CH:36]=[CH:37][C:38]([C:41]([F:44])([F:42])[F:43])=[CH:39][CH:40]=4)=[O:33])[CH:28]=[CH:29][CH:30]=3)=[N:15]2)[CH2:12][CH2:13]1. (8) The product is: [CH2:18]([CH:25]1[CH2:29][O:28][C:27](=[O:30])[N:26]1[C:11](=[O:13])[CH:10]=[C:9]([C:4]1[CH:5]=[C:6]([F:8])[CH:7]=[C:2]([F:1])[CH:3]=1)[C:14]([F:17])([F:16])[F:15])[C:19]1[CH:20]=[CH:21][CH:22]=[CH:23][CH:24]=1. Given the reactants [F:1][C:2]1[CH:3]=[C:4](/[C:9](/[C:14]([F:17])([F:16])[F:15])=[CH:10]\[C:11]([OH:13])=O)[CH:5]=[C:6]([F:8])[CH:7]=1.[CH2:18]([C@H:25]1[CH2:29][O:28][C:27](=[O:30])[NH:26]1)[C:19]1[CH:24]=[CH:23][CH:22]=[CH:21][CH:20]=1, predict the reaction product. (9) Given the reactants [Cl:1][C:2]1[CH:7]=[C:6]([Cl:8])[CH:5]=[CH:4][C:3]=1[N:9]1[C:14]2=[N:15][C:16]3[CH:21]=[CH:20][CH:19]=[C:18]([CH:22]([OH:27])[C:23]([F:26])([F:25])[F:24])[C:17]=3[N:13]2[CH2:12][CH2:11][CH2:10]1.[C:28](=O)([O-])[O-].[K+].[K+].CI, predict the reaction product. The product is: [Cl:1][C:2]1[CH:7]=[C:6]([Cl:8])[CH:5]=[CH:4][C:3]=1[N:9]1[C:14]2=[N:15][C:16]3[CH:21]=[CH:20][CH:19]=[C:18]([CH:22]([O:27][CH3:28])[C:23]([F:24])([F:25])[F:26])[C:17]=3[N:13]2[CH2:12][CH2:11][CH2:10]1.